Predict the reaction yield, written as a fraction of the theoretical maximum amount of product (1.0 means a 100% yield; for example, 0.34 means a 34% yield). From a dataset of Reaction yield outcomes from USPTO patents with 853,638 reactions. (1) The reactants are [F:1][C:2]([F:11])([F:10])[CH2:3][C:4]([CH3:9])([CH3:8])[C:5](O)=[O:6].O=S(Cl)Cl.[F:16][C:17]1[CH:18]=[C:19]([C@@:30]([C:39]2[CH:44]=[CH:43][C:42]([F:45])=[CH:41][CH:40]=2)([NH2:38])[CH2:31][C:32]2[CH:37]=[CH:36][CH:35]=[CH:34][CH:33]=2)[CH:20]=[C:21]([O:23][C:24]([F:29])([F:28])[CH:25]([F:27])[F:26])[CH:22]=1. The catalyst is ClCCCl. The product is [F:1][C:2]([F:11])([F:10])[CH2:3][C:4]([CH3:9])([CH3:8])[C:5]([NH:38][C@@:30]([C:19]1[CH:20]=[C:21]([O:23][C:24]([F:29])([F:28])[CH:25]([F:27])[F:26])[CH:22]=[C:17]([F:16])[CH:18]=1)([C:39]1[CH:40]=[CH:41][C:42]([F:45])=[CH:43][CH:44]=1)[CH2:31][C:32]1[CH:33]=[CH:34][CH:35]=[CH:36][CH:37]=1)=[O:6]. The yield is 0.240. (2) The reactants are [Cl-].[Al+3].[Cl-].[Cl-].[H-].[Al+3].[Li+].[H-].[H-].[H-].[Br:11][C:12]1[CH:13]=[C:14]([S:18][C:19]2[N:23]([C:24]3[CH:29]=[CH:28][CH:27]=[CH:26][C:25]=3[Cl:30])[N:22]=[C:21]([C:31]([NH:33][CH3:34])=O)[CH:20]=2)[CH:15]=[CH:16][CH:17]=1.[OH-].[Na+]. The catalyst is O1CCCC1. The product is [Br:11][C:12]1[CH:13]=[C:14]([S:18][C:19]2[N:23]([C:24]3[CH:29]=[CH:28][CH:27]=[CH:26][C:25]=3[Cl:30])[N:22]=[C:21]([CH2:31][NH:33][CH3:34])[CH:20]=2)[CH:15]=[CH:16][CH:17]=1. The yield is 0.910. (3) The reactants are [C:1]([O:5][C:6](=[O:14])[NH:7][C@@H:8]1[CH2:12][C:11](=[O:13])[NH:10][CH2:9]1)([CH3:4])([CH3:3])[CH3:2].Br[C:16]1[CH:17]=[CH:18][C:19]2[O:24][CH2:23][C:22](=[O:25])[N:21]([CH2:26][O:27][CH3:28])[C:20]=2[CH:29]=1.C(=O)([O-])[O-].[K+].[K+].CNCCNC. The catalyst is [Cu]I.ClCCl.C1(C)C=CC=CC=1. The product is [C:1]([O:5][C:6](=[O:14])[NH:7][C@@H:8]1[CH2:12][C:11](=[O:13])[N:10]([C:16]2[CH:17]=[CH:18][C:19]3[O:24][CH2:23][C:22](=[O:25])[N:21]([CH2:26][O:27][CH3:28])[C:20]=3[CH:29]=2)[CH2:9]1)([CH3:4])([CH3:2])[CH3:3]. The yield is 0.960. (4) The reactants are CO[C:3]1[C:6](=[O:7])[C:5](=[O:8])[C:4]=1[NH:9][C:10]1[CH:11]=[C:12]([S:16]([N:19]2[CH2:23][CH2:22][CH2:21][C@@H:20]2[C:24]([O:26][CH3:27])=[O:25])(=[O:18])=[O:17])[CH:13]=[CH:14][CH:15]=1.[CH3:28][C:29]1[O:33][C:32]([CH:34]([NH2:40])[C:35]2([CH3:39])[CH2:38][O:37][CH2:36]2)=[CH:31][CH:30]=1. The catalyst is C(O)C. The product is [CH3:28][C:29]1[O:33][C:32]([CH:34]([NH:40][C:3]2[C:6](=[O:7])[C:5](=[O:8])[C:4]=2[NH:9][C:10]2[CH:11]=[C:12]([S:16]([N:19]3[CH2:23][CH2:22][CH2:21][C@@H:20]3[C:24]([O:26][CH3:27])=[O:25])(=[O:17])=[O:18])[CH:13]=[CH:14][CH:15]=2)[C:35]2([CH3:39])[CH2:36][O:37][CH2:38]2)=[CH:31][CH:30]=1. The yield is 0.790. (5) The catalyst is CN(C=O)C. The reactants are Cl[C:2]1[C:7]([C:8]#[N:9])=[CH:6][N:5]=[C:4]([S:10][CH3:11])[N:3]=1.Cl.[NH2:13][C@@H:14]1[CH2:20][CH2:19][CH2:18][CH2:17][C@H:16]([OH:21])[CH2:15]1.CCN(C(C)C)C(C)C.O. The product is [OH:21][C@H:16]1[CH2:17][CH2:18][CH2:19][CH2:20][C@@H:14]([NH:13][C:2]2[C:7]([C:8]#[N:9])=[CH:6][N:5]=[C:4]([S:10][CH3:11])[N:3]=2)[CH2:15]1. The yield is 0.674. (6) The reactants are [CH2:1]([O:3][C:4]1[CH:9]=[CH:8][C:7]([S:10]([N:13]2[CH2:18][CH2:17][N:16]([CH2:19][CH2:20][OH:21])[CH2:15][CH2:14]2)(=[O:12])=[O:11])=[CH:6][C:5]=1[C:22]1[NH:27][C:26](=[O:28])[C:25]2=[C:29]([CH3:35])[N:30]=[C:31]([CH2:32][CH2:33][CH3:34])[N:24]2[N:23]=1)[CH3:2].[ClH:36]. The catalyst is CCOCC. The product is [ClH:36].[CH2:1]([O:3][C:4]1[CH:9]=[CH:8][C:7]([S:10]([N:13]2[CH2:18][CH2:17][N:16]([CH2:19][CH2:20][OH:21])[CH2:15][CH2:14]2)(=[O:12])=[O:11])=[CH:6][C:5]=1[C:22]1[NH:27][C:26](=[O:28])[C:25]2=[C:29]([CH3:35])[N:30]=[C:31]([CH2:32][CH2:33][CH3:34])[N:24]2[N:23]=1)[CH3:2]. The yield is 1.00. (7) The reactants are [CH2:1]([NH:8][C:9]([C:11]1[S:15][C:14]([N:16]2[CH:20]=[C:19]([CH:21]([OH:28])[C:22]3[CH:27]=[CH:26][CH:25]=[CH:24][CH:23]=3)[N:18]=[N:17]2)=[N:13][C:12]=1[CH3:29])=[O:10])[C:2]1[CH:7]=[CH:6][CH:5]=[CH:4][CH:3]=1.CC(OI1(OC(C)=O)(OC(C)=O)OC(=O)C2C=CC=CC1=2)=O. The catalyst is ClCCl. The product is [C:21]([C:19]1[N:18]=[N:17][N:16]([C:14]2[S:15][C:11]([C:9]([NH:8][CH2:1][C:2]3[CH:7]=[CH:6][CH:5]=[CH:4][CH:3]=3)=[O:10])=[C:12]([CH3:29])[N:13]=2)[CH:20]=1)(=[O:28])[C:22]1[CH:23]=[CH:24][CH:25]=[CH:26][CH:27]=1. The yield is 0.530.